This data is from Full USPTO retrosynthesis dataset with 1.9M reactions from patents (1976-2016). The task is: Predict the reactants needed to synthesize the given product. (1) Given the product [Br:1][C:2]1[CH:3]=[CH:4][C:5]([C:8]2[C:34](=[O:35])[N:33]([CH3:36])[C:11]3[N:12]([CH3:32])[C:13]4[C:18]([C:10]=3[CH:9]=2)=[CH:17][C:16]([C:19]2[NH:38][N:39]=[C:21]([CH2:22][O:23][CH:24]3[CH2:29][CH2:28][CH2:27][CH2:26][O:25]3)[CH:20]=2)=[CH:15][CH:14]=4)=[CH:6][CH:7]=1, predict the reactants needed to synthesize it. The reactants are: [Br:1][C:2]1[CH:7]=[CH:6][C:5]([C:8]2[C:34](=[O:35])[N:33]([CH3:36])[C:11]3[N:12]([CH3:32])[C:13]4[C:18]([C:10]=3[CH:9]=2)=[CH:17][C:16]([C:19](=O)[CH2:20][C:21](=O)[CH2:22][O:23][CH:24]2[CH2:29][CH2:28][CH2:27][CH2:26][O:25]2)=[CH:15][CH:14]=4)=[CH:4][CH:3]=1.O.[NH2:38][NH2:39]. (2) Given the product [Br:1][C:2]1[N:3]=[C:4]([NH:11][C:12]2[CH:17]=[C:16]([O:23][CH3:22])[C:15]([O:18][CH3:19])=[C:14]([O:20][CH3:21])[CH:13]=2)[C:5]2[N:6]([CH:8]=[CH:9][N:10]=2)[CH:7]=1, predict the reactants needed to synthesize it. The reactants are: [Br:1][C:2]1[N:3]=[C:4]([NH:11][C:12]2[CH:17]=[CH:16][C:15]([O:18][CH3:19])=[C:14]([O:20][CH3:21])[CH:13]=2)[C:5]2[N:6]([CH:8]=[CH:9][N:10]=2)[CH:7]=1.[CH3:22][O:23]C1C=C(C=CC=1OC)N.BrC1N=C(Br)C2N(C=CN=2)C=1.C(N(CC)C(C)C)(C)C. (3) The reactants are: [C:1]([O:5][C:6]([NH:8][CH2:9][C@H:10]1[CH2:15][CH2:14][C@H:13]([C:16]([NH:18][C@@H:19]([CH2:23][C:24]2[CH:29]=[CH:28][C:27]([C:30]3[CH:35]=[CH:34][C:33]([C:36](=[O:41])[NH:37][CH:38]([CH3:40])[CH3:39])=[CH:32][C:31]=3[CH3:42])=[CH:26][CH:25]=2)[C:20](O)=[O:21])=[O:17])[CH2:12][CH2:11]1)=[O:7])([CH3:4])([CH3:3])[CH3:2].[NH2:43][C:44]1[CH:45]=[C:46]([Cl:54])[C:47]2[NH:51][C:50](=[O:52])[NH:49][C:48]=2[CH:53]=1.C(N(CC)C(C)C)(C)C.C(P1(=O)OP(=O)(CCC)OP(=O)(CCC)O1)CC. Given the product [Cl:54][C:46]1[C:47]2[NH:51][C:50](=[O:52])[NH:49][C:48]=2[CH:53]=[C:44]([NH:43][C:20](=[O:21])[C@@H:19]([NH:18][C:16]([C@H:13]2[CH2:14][CH2:15][C@H:10]([CH2:9][NH:8][C:6](=[O:7])[O:5][C:1]([CH3:4])([CH3:3])[CH3:2])[CH2:11][CH2:12]2)=[O:17])[CH2:23][C:24]2[CH:25]=[CH:26][C:27]([C:30]3[CH:35]=[CH:34][C:33]([C:36](=[O:41])[NH:37][CH:38]([CH3:39])[CH3:40])=[CH:32][C:31]=3[CH3:42])=[CH:28][CH:29]=2)[CH:45]=1, predict the reactants needed to synthesize it. (4) The reactants are: ClC1C=C(C=CC=1Cl)O[CH:6]1[CH2:11][CH2:10][N:9]([S:12]([C:15]2[C:16]([CH3:22])=[N:17][N:18](C)[C:19]=2[CH3:20])(=[O:14])=[O:13])[CH2:8][CH2:7]1.ClC1C=C(C=CC=1Cl)NCC1CCN(S(C2C(C)=NN(C)C=2C)(=O)=O)CC1.Cl.[Cl:55][C:56]1[CH:61]=[CH:60][C:59]([C:62](C2CCNCC2)([OH:64])[CH3:63])=[CH:58][CH:57]=1. Given the product [Cl:55][C:56]1[CH:61]=[CH:60][C:59]([C:62]([CH:6]2[CH2:7][CH2:8][N:9]([S:12]([C:15]3[C:19]([CH3:20])=[N:18][NH:17][C:16]=3[CH3:22])(=[O:13])=[O:14])[CH2:10][CH2:11]2)([OH:64])[CH3:63])=[CH:58][CH:57]=1, predict the reactants needed to synthesize it. (5) The reactants are: C[N:2]1[C:6]([CH3:7])=[N:5][C:4]([C:8]2[CH:13]=[CH:12][N:11]3[CH:14]=[C:15]([NH:17][C:18]([NH:20][CH2:21][CH3:22])=[O:19])[N:16]=[C:10]3[CH:9]=2)=[N:3]1.N1C=C(B(O)O)C=NC=1.C(=O)([O-])[O-].[Na+].[Na+].ClCCl. Given the product [CH2:21]([NH:20][C:18]([NH:17][C:15]1[N:16]=[C:10]2[CH:9]=[C:8]([C:4]3[NH:3][N:2]=[C:6]([CH3:7])[N:5]=3)[CH:13]=[CH:12][N:11]2[CH:14]=1)=[O:19])[CH3:22], predict the reactants needed to synthesize it. (6) Given the product [OH:8][CH2:6][C:5]1[CH:9]=[C:10]([CH3:22])[CH:2]=[CH:3][C:4]=1[OH:11], predict the reactants needed to synthesize it. The reactants are: F[C:2]1[CH:10]=[CH:9][C:5]([C:6]([OH:8])=O)=[C:4]([OH:11])[CH:3]=1.[H-].[Al+3].[Li+].[H-].[H-].[H-].O.[OH-].[Na+].O1CCC[CH2:22]1. (7) Given the product [SH:32][C:2]1[N:10]([CH2:11][O:12][CH2:13][CH2:14][Si:15]([CH3:18])([CH3:17])[CH3:16])[C:9]2[C:8](=[O:19])[N:7]([CH3:20])[C:6](=[O:21])[N:5]([CH3:22])[C:4]=2[N:3]=1, predict the reactants needed to synthesize it. The reactants are: Br[C:2]1[N:10]([CH2:11][O:12][CH2:13][CH2:14][Si:15]([CH3:18])([CH3:17])[CH3:16])[C:9]2[C:8](=[O:19])[N:7]([CH3:20])[C:6](=[O:21])[N:5]([CH3:22])[C:4]=2[N:3]=1.O.O.O.O.O.O.O.O.O.[S-2:32].[Na+].[Na+]. (8) Given the product [CH2:22]([NH:24][C:14](=[O:15])[C:13]1[CH:8]=[CH:9][C:10]([Cl:21])=[C:11]([S:17]([NH2:20])(=[O:19])=[O:18])[C:46]=1[NH:44][CH2:43][C:42]1[O:51][CH:34]=[CH:29][CH:41]=1)[CH3:23], predict the reactants needed to synthesize it. The reactants are: C1C=C(CN[C:8]2[C:13]([C:14](O)=[O:15])=C[C:11]([S:17]([NH2:20])(=[O:19])=[O:18])=[C:10]([Cl:21])[CH:9]=2)OC=1.[CH2:22]([NH2:24])[CH3:23].ON1C2C=CC=[CH:34][C:29]=2N=N1.Cl.C(N=C=N[CH2:41][CH2:42][CH2:43][N:44]([CH3:46])C)C.CN(C=[O:51])C.